Dataset: Full USPTO retrosynthesis dataset with 1.9M reactions from patents (1976-2016). Task: Predict the reactants needed to synthesize the given product. (1) Given the product [F:1][C:2]1[CH:3]=[CH:4][C:5]([CH2:6][N:7]([CH3:13])[CH2:8]/[CH:9]=[CH:10]/[CH2:11][NH:12][C:29]([NH:28][C:24]2[CH:25]=[CH:26][CH:27]=[C:22]([C:21]3[N:17]([CH3:16])[N:18]=[N:19][N:20]=3)[CH:23]=2)=[O:30])=[CH:14][CH:15]=1, predict the reactants needed to synthesize it. The reactants are: [F:1][C:2]1[CH:15]=[CH:14][C:5]([CH2:6][N:7]([CH3:13])[CH2:8]/[CH:9]=[CH:10]/[CH2:11][NH2:12])=[CH:4][CH:3]=1.[CH3:16][N:17]1[C:21]([C:22]2[CH:23]=[C:24]([NH:28][C:29](=O)[O:30]C3C=CC=CC=3)[CH:25]=[CH:26][CH:27]=2)=[N:20][N:19]=[N:18]1. (2) Given the product [Br:3][C:4]1[CH:5]=[C:6]([CH2:12][OH:13])[CH:7]=[CH:8][C:9]=1[S:21]([CH3:14])(=[O:23])=[O:20], predict the reactants needed to synthesize it. The reactants are: [OH-].[Na+].[Br:3][C:4]1[CH:5]=[C:6]([CH2:12][OH:13])[CH:7]=[CH:8][C:9]=1SC.[C:14](=O)(O)[O-].[Na+].O[O:20][S:21]([O-:23])=O.[K+].Cl.